From a dataset of Catalyst prediction with 721,799 reactions and 888 catalyst types from USPTO. Predict which catalyst facilitates the given reaction. (1) Reactant: Br[C:2]1[CH:3]=[N:4][C:5]([C:8]([NH:10][C@H:11]2[CH2:15][CH2:14][N:13]([C:16]3[C:17]4[N:18]([CH:22]=[CH:23][CH:24]=4)[CH:19]=[CH:20][N:21]=3)[CH2:12]2)=[O:9])=[N:6][CH:7]=1.[CH:25]1(B2OC(C)(C)C(C)(C)O2)[CH2:27][CH2:26]1.C1(P(C2CCCCC2)C2CCCCC2)CCCCC1.[O-]P([O-])([O-])=O.[K+].[K+].[K+]. Product: [CH:25]1([C:2]2[CH:3]=[N:4][C:5]([C:8]([NH:10][C@H:11]3[CH2:15][CH2:14][N:13]([C:16]4[C:17]5[N:18]([CH:22]=[CH:23][CH:24]=5)[CH:19]=[CH:20][N:21]=4)[CH2:12]3)=[O:9])=[N:6][CH:7]=2)[CH2:27][CH2:26]1. The catalyst class is: 874. (2) Reactant: [NH2:1][C:2](=O)[C@@H:3]([NH:19][C:20]([C:22]1([NH:28][C:29](=[O:35])[O:30][C:31]([CH3:34])([CH3:33])[CH3:32])[CH2:27][CH2:26][O:25][CH2:24][CH2:23]1)=[O:21])[CH2:4][C:5]1[CH:10]=[CH:9][C:8]([C:11]2[CH:16]=[CH:15][C:14]([F:17])=[C:13]([F:18])[CH:12]=2)=[CH:7][CH:6]=1.CC[N+](S(N=C(OC)[O-])(=O)=O)(CC)CC. Product: [C:2]([C@@H:3]([NH:19][C:20]([C:22]1([NH:28][C:29](=[O:35])[O:30][C:31]([CH3:33])([CH3:32])[CH3:34])[CH2:27][CH2:26][O:25][CH2:24][CH2:23]1)=[O:21])[CH2:4][C:5]1[CH:10]=[CH:9][C:8]([C:11]2[CH:16]=[CH:15][C:14]([F:17])=[C:13]([F:18])[CH:12]=2)=[CH:7][CH:6]=1)#[N:1]. The catalyst class is: 4. (3) Reactant: [Cl:1][C:2]1[C:3]([F:41])=[C:4]([CH:38]=[CH:39][CH:40]=1)[CH2:5][NH:6][C:7]([C@@H:9]1[CH2:13][C@@H:12]([F:14])[CH2:11][N:10]1[C:15](=[O:37])[CH2:16][N:17]1[C:25]2[C:20](=[CH:21][CH:22]=[C:23]([P:26]([O:31][CH2:32][CH3:33])([O:28][CH2:29][CH3:30])=[O:27])[CH:24]=2)[C:19]([C:34](O)=[O:35])=[N:18]1)=[O:8].[NH4+].[Cl-].C[N:45](C(ON1N=NC2C=CC=NC1=2)=[N+](C)C)C.F[P-](F)(F)(F)(F)F.CCN(C(C)C)C(C)C. Product: [C:34]([C:19]1[C:20]2[C:25](=[CH:24][C:23]([P:26](=[O:27])([O:28][CH2:29][CH3:30])[O:31][CH2:32][CH3:33])=[CH:22][CH:21]=2)[N:17]([CH2:16][C:15]([N:10]2[CH2:11][C@H:12]([F:14])[CH2:13][C@H:9]2[C:7](=[O:8])[NH:6][CH2:5][C:4]2[CH:38]=[CH:39][CH:40]=[C:2]([Cl:1])[C:3]=2[F:41])=[O:37])[N:18]=1)(=[O:35])[NH2:45]. The catalyst class is: 3. (4) Reactant: C[N:2]1CCOCC1.[C:8]1([CH2:14][O:15][C:16]2[CH:17]=[C:18]([CH:31]=[C:32]3[S:36][C:35](=[S:37])[N:34]([CH2:38][C:39]([OH:41])=O)[C:33]3=[O:42])[CH:19]=[CH:20][C:21]=2[O:22][CH2:23][CH2:24][C:25]2[CH:30]=[CH:29][CH:28]=[CH:27][CH:26]=2)[CH:13]=[CH:12][CH:11]=[CH:10][CH:9]=1.ON1C2N=CC=CC=2N=N1.[Cl-].[NH4+].Cl.CN(C)CCCN=C=NCC. Product: [C:8]1([CH2:14][O:15][C:16]2[CH:17]=[C:18]([CH:31]=[C:32]3[S:36][C:35](=[S:37])[N:34]([CH2:38][C:39]([NH2:2])=[O:41])[C:33]3=[O:42])[CH:19]=[CH:20][C:21]=2[O:22][CH2:23][CH2:24][C:25]2[CH:30]=[CH:29][CH:28]=[CH:27][CH:26]=2)[CH:13]=[CH:12][CH:11]=[CH:10][CH:9]=1. The catalyst class is: 42.